This data is from Full USPTO retrosynthesis dataset with 1.9M reactions from patents (1976-2016). The task is: Predict the reactants needed to synthesize the given product. (1) Given the product [CH3:1][S:2]([C:5]1[CH:11]=[CH:10][CH:9]=[CH:8][C:6]=1[S:17]([Cl:12])(=[O:19])=[O:18])(=[O:4])=[O:3], predict the reactants needed to synthesize it. The reactants are: [CH3:1][S:2]([C:5]1[CH:11]=[CH:10][CH:9]=[CH:8][C:6]=1N)(=[O:4])=[O:3].[ClH:12].N([O-])=O.[Na+].[S:17](=[O:19])=[O:18]. (2) Given the product [CH2:2]([C:1]1[CH2:6][C:7](=[O:9])[NH:16][N:15]=1)[CH2:3][CH3:4], predict the reactants needed to synthesize it. The reactants are: [C:1]([CH2:6][C:7]([O:9]C)=O)(=O)[CH2:2][CH2:3][CH3:4].C(O)(=O)C.[NH2:15][NH2:16]. (3) Given the product [CH3:1][O:2][C:3](=[O:13])[CH2:4][CH2:5][CH2:6][CH2:7][CH2:8][CH2:9][CH2:10][CH2:11][Br:15], predict the reactants needed to synthesize it. The reactants are: [CH3:1][O:2][C:3](=[O:13])[CH2:4][CH2:5][CH2:6][CH2:7][CH2:8][CH2:9][CH2:10][CH2:11]O.C(Br)(Br)(Br)[Br:15].C1C=CC(P(C2C=CC=CC=2)C2C=CC=CC=2)=CC=1. (4) The reactants are: [F:1][C:2]1[CH:7]=[C:6]([I:8])[CH:5]=[CH:4][C:3]=1[CH:9]([OH:11])[CH3:10]. Given the product [F:1][C:2]1[CH:7]=[C:6]([I:8])[CH:5]=[CH:4][C:3]=1[C:9](=[O:11])[CH3:10], predict the reactants needed to synthesize it. (5) The reactants are: [Cl:1][C:2]1[C:3]([NH:17][CH2:18][C@H:19]2[CH2:24][CH2:23]CCN2C(=O)C=C)=[N:4][C:5]([NH:8][C:9]2[CH:10]=[N:11][N:12]([CH2:14][CH2:15][OH:16])[CH:13]=2)=[N:6][CH:7]=1.[NH2:29][C:30]1C=NN(CCO)C=1. Given the product [Cl:1][C:2]1[C:3]([NH:17][CH2:18][C@@H:19]2[CH2:24][CH2:23][NH:29][CH2:30]2)=[N:4][C:5]([NH:8][C:9]2[CH:10]=[N:11][N:12]([CH2:14][CH2:15][OH:16])[CH:13]=2)=[N:6][CH:7]=1, predict the reactants needed to synthesize it. (6) Given the product [F:8][C:4]1[CH:5]=[CH:6][CH:7]=[C:2]([F:1])[C:3]=1[C:9]1[CH:10]=[C:11]2[C:15](=[CH:16][CH:17]=1)[NH:14][CH:13]=[C:12]2[C:28]1[CH:33]=[C:32]([O:34][CH3:35])[N:31]=[C:30]([N:36]2[CH2:41][CH2:40][CH:39]([NH:42][C:43](=[O:49])[O:44][C:45]([CH3:47])([CH3:46])[CH3:48])[CH2:38][CH2:37]2)[N:29]=1, predict the reactants needed to synthesize it. The reactants are: [F:1][C:2]1[CH:7]=[CH:6][CH:5]=[C:4]([F:8])[C:3]=1[C:9]1[CH:10]=[C:11]2[C:15](=[CH:16][CH:17]=1)[N:14](S(C1C=CC(C)=CC=1)(=O)=O)[CH:13]=[C:12]2[C:28]1[CH:33]=[C:32]([O:34][CH3:35])[N:31]=[C:30]([N:36]2[CH2:41][CH2:40][CH:39]([NH:42][C:43](=[O:49])[O:44][C:45]([CH3:48])([CH3:47])[CH3:46])[CH2:38][CH2:37]2)[N:29]=1.[OH-].[Na+]. (7) The reactants are: [NH:1]1[CH2:6][CH2:5][CH2:4][C@H:3]([NH:7][C:8]([C:10]2[S:14][C:13]([C:15]3[CH:20]=[CH:19][C:18]([Cl:21])=[CH:17][CH:16]=3)=[N:12][C:11]=2[CH3:22])=[O:9])[CH2:2]1.[CH3:23][O:24][C:25]([C:27]1[CH:28]=[C:29](OB(O)O)[CH:30]=[CH:31][CH:32]=1)=[O:26]. Given the product [Cl:21][C:18]1[CH:17]=[CH:16][C:15]([C:13]2[S:14][C:10]([C:8]([NH:7][C@H:3]3[CH2:4][CH2:5][CH2:6][N:1]([C:31]4[CH:32]=[C:27]([CH:28]=[CH:29][CH:30]=4)[C:25]([O:24][CH3:23])=[O:26])[CH2:2]3)=[O:9])=[C:11]([CH3:22])[N:12]=2)=[CH:20][CH:19]=1, predict the reactants needed to synthesize it.